Dataset: Catalyst prediction with 721,799 reactions and 888 catalyst types from USPTO. Task: Predict which catalyst facilitates the given reaction. (1) Reactant: Cl[C:2]1[CH:7]=[N:6][C:5]([C:8]2[CH:13]=[CH:12][C:11]([F:14])=[CH:10][CH:9]=2)=[CH:4][N:3]=1.[NH:15]1[CH2:20][CH2:19][NH:18][CH2:17][CH2:16]1. Product: [F:14][C:11]1[CH:12]=[CH:13][C:8]([C:5]2[CH:4]=[N:3][C:2]([N:15]3[CH2:20][CH2:19][NH:18][CH2:17][CH2:16]3)=[CH:7][N:6]=2)=[CH:9][CH:10]=1. The catalyst class is: 44. (2) Reactant: C([NH:5][S:6]([C:9]1[S:10][C:11]([C:14]2[N:15]=[CH:16][N:17]([C:19]3[N:24]=[C:23]([C:25]4[CH:30]=[CH:29][C:28]([F:31])=[C:27]([F:32])[CH:26]=4)[CH:22]=[C:21]([C:33]([F:36])([F:35])[F:34])[N:20]=3)[CH:18]=2)=[CH:12][CH:13]=1)(=[O:8])=[O:7])(C)(C)C.C(O)(C(F)(F)F)=O. Product: [F:32][C:27]1[CH:26]=[C:25]([C:23]2[CH:22]=[C:21]([C:33]([F:35])([F:34])[F:36])[N:20]=[C:19]([N:17]3[CH:18]=[C:14]([C:11]4[S:10][C:9]([S:6]([NH2:5])(=[O:8])=[O:7])=[CH:13][CH:12]=4)[N:15]=[CH:16]3)[N:24]=2)[CH:30]=[CH:29][C:28]=1[F:31]. The catalyst class is: 4. (3) Reactant: [Cl:1][C:2]1[C:7]2[CH2:8][CH2:9][NH:10][C:6]=2[CH:5]=[CH:4][N:3]=1. Product: [Cl:1][C:2]1[C:7]2[CH:8]=[CH:9][NH:10][C:6]=2[CH:5]=[CH:4][N:3]=1. The catalyst class is: 725. (4) Reactant: [Cl:1][C:2]1[CH:7]=[CH:6][C:5]([C:8]2([C:13]3[CH:18]=[CH:17][C:16]([N+:19]([O-])=O)=[CH:15][CH:14]=3)[O:12][CH2:11][CH2:10][O:9]2)=[CH:4][CH:3]=1. Product: [Cl:1][C:2]1[CH:3]=[CH:4][C:5]([C:8]2([C:13]3[CH:18]=[CH:17][C:16]([NH2:19])=[CH:15][CH:14]=3)[O:9][CH2:10][CH2:11][O:12]2)=[CH:6][CH:7]=1. The catalyst class is: 94. (5) Reactant: O[CH2:2][C:3]1[O:4][CH:5]=[C:6]([O:10][CH2:11][CH2:12][CH2:13][CH2:14][CH2:15][S:16][C:17]2[C:26]3[C:21](=[CH:22][C:23]([C:27]([F:30])([F:29])[F:28])=[CH:24][CH:25]=3)[N:20]=[CH:19][CH:18]=2)[C:7](=[O:9])[CH:8]=1.C(N(S(F)(F)[F:37])CC)C. Product: [F:28][C:27]([F:30])([F:29])[C:23]1[CH:22]=[C:21]2[C:26]([C:17]([S:16][CH2:15][CH2:14][CH2:13][CH2:12][CH2:11][O:10][C:6]3[C:7](=[O:9])[CH:8]=[C:3]([CH2:2][F:37])[O:4][CH:5]=3)=[CH:18][CH:19]=[N:20]2)=[CH:25][CH:24]=1. The catalyst class is: 4. (6) Reactant: C(OC(=O)[NH:7][C:8]1([C:11]2[CH:16]=[CH:15][N:14]=[C:13]([S:17]([CH3:20])(=[O:19])=[O:18])[CH:12]=2)[CH2:10][CH2:9]1)(C)(C)C.[ClH:22].O1CCOCC1. Product: [ClH:22].[CH3:20][S:17]([C:13]1[CH:12]=[C:11]([C:8]2([NH2:7])[CH2:10][CH2:9]2)[CH:16]=[CH:15][N:14]=1)(=[O:19])=[O:18]. The catalyst class is: 5. (7) Reactant: [NH2:1][C:2]1[CH:3]=[C:4]([CH:7]=[CH:8][CH:9]=1)[C:5]#[N:6].[H-].[Na+].[CH2:12]([O:14][CH:15]([O:18][CH2:19][CH3:20])[CH2:16]Br)[CH3:13].[NH4+].[Cl-]. Product: [CH2:12]([O:14][CH:15]([O:18][CH2:19][CH3:20])[CH2:16][NH:1][C:2]1[CH:3]=[C:4]([CH:7]=[CH:8][CH:9]=1)[C:5]#[N:6])[CH3:13]. The catalyst class is: 16.